Dataset: Forward reaction prediction with 1.9M reactions from USPTO patents (1976-2016). Task: Predict the product of the given reaction. (1) The product is: [CH3:19][O:20][C:21]1[CH:22]=[C:23]([CH:27]=[CH:28][CH:29]=1)[C:24]([NH:1][C:2]1[CH:18]=[CH:17][CH:16]=[C:4]([O:5][C:6]2[CH:11]=[CH:10][N:9]=[C:8]3[NH:12][C:13](=[O:15])[NH:14][C:7]=23)[CH:3]=1)=[O:25]. Given the reactants [NH2:1][C:2]1[CH:3]=[C:4]([CH:16]=[CH:17][CH:18]=1)[O:5][C:6]1[CH:11]=[CH:10][N:9]=[C:8]2[NH:12][C:13](=[O:15])[NH:14][C:7]=12.[CH3:19][O:20][C:21]1[CH:22]=[C:23]([CH:27]=[CH:28][CH:29]=1)[C:24](Cl)=[O:25], predict the reaction product. (2) Given the reactants [F:1][C:2]([F:26])([F:25])[C@H:3]1[CH2:8][CH2:7][C@H:6]([NH:9][C:10](=[O:24])[C:11]2[CH:16]=[C:15]([N+:17]([O-:19])=[O:18])[C:14]([NH:20][CH3:21])=[C:13]([F:22])[C:12]=2F)[CH2:5][CH2:4]1.[F:27][C@@H:28]1[CH2:32][CH2:31][NH:30][CH2:29]1.Cl.CCN(C(C)C)C(C)C, predict the reaction product. The product is: [F:1][C:2]([F:25])([F:26])[C@H:3]1[CH2:4][CH2:5][C@H:6]([NH:9][C:10](=[O:24])[C:11]2[CH:16]=[C:15]([N+:17]([O-:19])=[O:18])[C:14]([NH:20][CH3:21])=[C:13]([F:22])[C:12]=2[N:30]2[CH2:31][CH2:32][C@@H:28]([F:27])[CH2:29]2)[CH2:7][CH2:8]1. (3) Given the reactants [Cl:1][C:2]1[C:3]([O:11][C:12]2[CH:17]=[CH:16][CH:15]=[CH:14][C:13]=2[N:18]2[CH2:23][CH2:22][N:21]([C:24](=[O:26])[CH3:25])[CH2:20][CH2:19]2)=[N:4][CH:5]=[C:6]([N+:8]([O-])=O)[CH:7]=1, predict the reaction product. The product is: [NH2:8][C:6]1[CH:7]=[C:2]([Cl:1])[C:3]([O:11][C:12]2[CH:17]=[CH:16][CH:15]=[CH:14][C:13]=2[N:18]2[CH2:19][CH2:20][N:21]([C:24](=[O:26])[CH3:25])[CH2:22][CH2:23]2)=[N:4][CH:5]=1. (4) The product is: [Br:1][C:2]1[CH:3]=[N:4][C:5]2[N:6]([N:8]=[C:9]([C:11]([N:16]3[CH2:17][CH2:18][C:19]4[C:24](=[CH:23][C:22]([C:25]5[CH:26]=[N:27][N:28]([CH3:30])[CH:29]=5)=[CH:21][CH:20]=4)[CH:15]3[CH3:14])=[O:13])[CH:10]=2)[CH:7]=1. Given the reactants [Br:1][C:2]1[CH:3]=[N:4][C:5]2[N:6]([N:8]=[C:9]([C:11]([OH:13])=O)[CH:10]=2)[CH:7]=1.[CH3:14][CH:15]1[C:24]2[C:19](=[CH:20][CH:21]=[C:22]([C:25]3[CH:26]=[N:27][N:28]([CH3:30])[CH:29]=3)[CH:23]=2)[CH2:18][CH2:17][NH:16]1, predict the reaction product. (5) The product is: [C:1]([C:5]1[CH:33]=[C:8]2[N:9]=[C:10]([CH3:32])[C:11]([CH:20]([CH2:25][C:26]3[CH:31]=[CH:30][CH:29]=[CH:28][CH:27]=3)[C:21]([OH:23])=[O:22])=[C:12]([C:13]3[CH:18]=[CH:17][C:16]([CH3:19])=[CH:15][CH:14]=3)[N:7]2[N:6]=1)([CH3:4])([CH3:3])[CH3:2]. Given the reactants [C:1]([C:5]1[CH:33]=[C:8]2[N:9]=[C:10]([CH3:32])[C:11]([CH:20]([CH2:25][C:26]3[CH:31]=[CH:30][CH:29]=[CH:28][CH:27]=3)[C:21]([O:23]C)=[O:22])=[C:12]([C:13]3[CH:18]=[CH:17][C:16]([CH3:19])=[CH:15][CH:14]=3)[N:7]2[N:6]=1)([CH3:4])([CH3:3])[CH3:2].[OH-].[Na+], predict the reaction product. (6) Given the reactants [CH3:1][C:2]1([CH3:33])[CH2:11][CH:10]=[C:9]([C:12]2[CH:17]=[C:16]([CH3:18])[CH:15]=[C:14]([CH3:19])[CH:13]=2)[C:8]2[CH:7]=[C:6]([C:20]#[C:21][C:22]3[CH:32]=[CH:31][C:25]([C:26]([O:28]CC)=[O:27])=[CH:24][CH:23]=3)[CH:5]=[CH:4][C:3]1=2.[OH-].[Na+].Cl, predict the reaction product. The product is: [CH3:1][C:2]1([CH3:33])[CH2:11][CH:10]=[C:9]([C:12]2[CH:13]=[C:14]([CH3:19])[CH:15]=[C:16]([CH3:18])[CH:17]=2)[C:8]2[CH:7]=[C:6]([CH:20]=[CH:21][C:22]3[CH:23]=[CH:24][C:25]([C:26]([OH:28])=[O:27])=[CH:31][CH:32]=3)[CH:5]=[CH:4][C:3]1=2.